From a dataset of Forward reaction prediction with 1.9M reactions from USPTO patents (1976-2016). Predict the product of the given reaction. Given the reactants [N+:1]([C:4]1[CH:9]=[CH:8][C:7]([OH:10])=[CH:6][CH:5]=1)([O-:3])=[O:2].C([O-])([O-])=O.[K+].[K+].Cl[CH2:18][C:19]1[CH:24]=[CH:23][CH:22]=[CH:21][CH:20]=1, predict the reaction product. The product is: [CH2:18]([O:10][C:7]1[CH:8]=[CH:9][C:4]([N+:1]([O-:3])=[O:2])=[CH:5][CH:6]=1)[C:19]1[CH:24]=[CH:23][CH:22]=[CH:21][CH:20]=1.